This data is from Reaction yield outcomes from USPTO patents with 853,638 reactions. The task is: Predict the reaction yield, written as a fraction of the theoretical maximum amount of product (1.0 means a 100% yield; for example, 0.34 means a 34% yield). (1) The reactants are [Cl:1][C:2]1[CH:3]=[N:4][N:5]([CH3:16])[C:6]=1[C:7]1[CH:8]=[C:9]([C:13]([OH:15])=O)[S:10][C:11]=1[CH3:12].[NH2:17][C@@H:18]([CH2:31][C:32]1[CH:37]=[C:36]([F:38])[CH:35]=[CH:34][C:33]=1[F:39])[CH2:19][N:20]1[C:28](=[O:29])[C:27]2[C:22](=[CH:23][CH:24]=[CH:25][CH:26]=2)[C:21]1=[O:30].FC1C=CC=C(F)C=1C[C@@H](C(O)=O)N.C1CN([P+](Br)(N2CCCC2)N2CCCC2)CC1.F[P-](F)(F)(F)(F)F.CCN(C(C)C)C(C)C. The catalyst is C(Cl)(Cl)Cl. The product is [Cl:1][C:2]1[CH:3]=[N:4][N:5]([CH3:16])[C:6]=1[C:7]1[CH:8]=[C:9]([C:13]([NH:17][C@H:18]([CH2:19][N:20]2[C:28](=[O:29])[C:27]3[C:22](=[CH:23][CH:24]=[CH:25][CH:26]=3)[C:21]2=[O:30])[CH2:31][C:32]2[CH:37]=[C:36]([F:38])[CH:35]=[CH:34][C:33]=2[F:39])=[O:15])[S:10][C:11]=1[CH3:12]. The yield is 0.520. (2) The reactants are C(OC([N:8]1[CH2:12][C@@H:11]([O:13][CH3:14])[CH2:10][C@H:9]1[CH2:15][O:16][C:17]1[CH:26]=[CH:25][C:20]([C:21]([O:23][CH3:24])=[O:22])=[CH:19][CH:18]=1)=O)(C)(C)C.C(O)(C(F)(F)F)=O. The catalyst is C(Cl)Cl. The product is [CH3:14][O:13][C@@H:11]1[CH2:12][NH:8][C@H:9]([CH2:15][O:16][C:17]2[CH:26]=[CH:25][C:20]([C:21]([O:23][CH3:24])=[O:22])=[CH:19][CH:18]=2)[CH2:10]1. The yield is 0.990. (3) The reactants are [F:1][C:2]1[C:7]2[NH:8][C:9](=[O:11])[O:10][C:6]=2[C:5]([C:12]([OH:14])=O)=[CH:4][CH:3]=1.CCN(C(C)C)C(C)C.CN(C(ON1N=NC2C=CC=NC1=2)=[N+](C)C)C.F[P-](F)(F)(F)(F)F.ClC1C(C([N:57]2[CH2:62][CH2:61][C:60]([C:83]3[CH:88]=[CH:87][CH:86]=[C:85](F)[CH:84]=3)([CH2:63][CH2:64][N:65]3[CH:70]4[CH2:71][CH2:72][CH:66]3[CH2:67][CH:68]([N:73]3[C:77]5[CH:78]=[CH:79][CH:80]=[CH:81][C:76]=5[N:75]=[C:74]3[CH3:82])[CH2:69]4)[CH2:59][CH2:58]2)=O)=C(Cl)C=CC=1S(NC)(=O)=O. No catalyst specified. The yield is 0.170. The product is [F:1][C:2]1[C:7]2[NH:8][C:9](=[O:11])[O:10][C:6]=2[C:5]([C:12]([N:57]2[CH2:58][CH2:59][C:60]([CH2:63][CH2:64][N:65]3[CH:66]4[CH2:72][CH2:71][CH:70]3[CH2:69][CH:68]([N:73]3[C:77]5[CH:78]=[CH:79][CH:80]=[CH:81][C:76]=5[N:75]=[C:74]3[CH3:82])[CH2:67]4)([C:83]3[CH:84]=[CH:85][CH:86]=[CH:87][CH:88]=3)[CH2:61][CH2:62]2)=[O:14])=[CH:4][CH:3]=1. (4) The reactants are [C:1]([C:5]1[CH:10]=[C:9](Br)[C:8]([N+:12]([O-:14])=[O:13])=[CH:7][C:6]=1[O:15][CH3:16])([CH3:4])([CH3:3])[CH3:2].[F-:17].[K+].[K+].[Br-].Cl[C:22]([F:28])([F:27])C(OC)=O. The catalyst is CN(C=O)C.O.[Cu]I. The product is [C:1]([C:5]1[CH:10]=[C:9]([C:22]([F:28])([F:17])[F:27])[C:8]([N+:12]([O-:14])=[O:13])=[CH:7][C:6]=1[O:15][CH3:16])([CH3:4])([CH3:3])[CH3:2]. The yield is 0.610. (5) The reactants are [Cl:1][C:2]1[CH:22]=[CH:21][C:5]([CH2:6][N:7]2[CH:12]=[C:11]([C:13]3[CH:18]=[CH:17][C:16]([OH:19])=[CH:15][CH:14]=3)[CH:10]=[CH:9][C:8]2=[O:20])=[C:4]([F:23])[CH:3]=1.C([O-])([O-])=O.[K+].[K+].Br[CH2:31][C:32]#[N:33]. The catalyst is C(#N)C. The product is [Cl:1][C:2]1[CH:22]=[CH:21][C:5]([CH2:6][N:7]2[C:8](=[O:20])[CH:9]=[CH:10][C:11]([C:13]3[CH:18]=[CH:17][C:16]([O:19][CH2:31][C:32]#[N:33])=[CH:15][CH:14]=3)=[CH:12]2)=[C:4]([F:23])[CH:3]=1. The yield is 0.420. (6) The reactants are [NH:1]1[C:9]2[C:4](=[CH:5][CH:6]=[CH:7][CH:8]=2)[C:3]([C:10]([O:12][CH3:13])=[O:11])=[N:2]1.[H-].[Na+].Cl.Cl[CH2:18][C:19]1[CH:24]=[CH:23][CH:22]=[CH:21][N:20]=1. The catalyst is C1COCC1.CN(C=O)C.C(N(CC)CC)C. The product is [N:20]1[CH:21]=[CH:22][CH:23]=[CH:24][C:19]=1[CH2:18][N:1]1[C:9]2[C:4](=[CH:5][CH:6]=[CH:7][CH:8]=2)[C:3]([C:10]([O:12][CH3:13])=[O:11])=[N:2]1. The yield is 0.330. (7) The reactants are [Br:1][C:2]1[CH:3]=[N:4][CH:5]=[C:6]2[C:11]=1[N:10]=[C:9]([C:12]([N:14]1[CH2:18][CH2:17][C:16]([F:20])([F:19])[CH2:15]1)=[O:13])[CH:8]=[CH:7]2.ClC1C=C(C=CC=1)C(OO)=[O:26]. The catalyst is C(Cl)Cl.[OH-].[Na+]. The product is [Br:1][C:2]1[CH:3]=[N+:4]([O-:26])[CH:5]=[C:6]2[C:11]=1[N:10]=[C:9]([C:12]([N:14]1[CH2:18][CH2:17][C:16]([F:19])([F:20])[CH2:15]1)=[O:13])[CH:8]=[CH:7]2. The yield is 0.770. (8) The reactants are [Br:1][C:2]1[CH:3]=[C:4]2[C:9](=[C:10]([CH3:12])[CH:11]=1)[N:8]=[CH:7][CH:6]=[C:5]2O.P(Cl)(Cl)([Cl:16])=O.[OH-].[NH4+]. No catalyst specified. The product is [Br:1][C:2]1[CH:3]=[C:4]2[C:9](=[C:10]([CH3:12])[CH:11]=1)[N:8]=[CH:7][CH:6]=[C:5]2[Cl:16]. The yield is 0.950. (9) The reactants are [NH2:1][C:2]1[C:3]([C:10]([OH:12])=[O:11])=[N:4][C:5]([O:8][CH3:9])=[CH:6][CH:7]=1.[CH3:13]CN(C(C)C)C(C)C.[CH3:22][C:23]1[C:32]2[C:27](=[CH:28][CH:29]=[CH:30][CH:31]=2)[C:26]([C:33](Cl)=[O:34])=[CH:25][CH:24]=1.C([O-])([O-])=O.[K+].[K+].CI. The catalyst is CN(C=O)C.O. The product is [CH3:9][O:8][C:5]1[N:4]=[C:3]([C:10]([O:12][CH3:13])=[O:11])[C:2]([NH:1][C:33]([C:26]2[C:27]3[C:32](=[CH:31][CH:30]=[CH:29][CH:28]=3)[C:23]([CH3:22])=[CH:24][CH:25]=2)=[O:34])=[CH:7][CH:6]=1. The yield is 0.540.